From a dataset of Reaction yield outcomes from USPTO patents with 853,638 reactions. Predict the reaction yield, written as a fraction of the theoretical maximum amount of product (1.0 means a 100% yield; for example, 0.34 means a 34% yield). The reactants are [I:1][C:2]1[CH:3]=[C:4]([C:12]2[N:16]=[C:15]([C:17]3[O:18][C:19]4[CH:25]=[C:24]([O:26][CH3:27])[CH:23]=[CH:22][C:20]=4[CH:21]=3)[O:14][N:13]=2)[CH:5]=[CH:6][C:7]=1[O:8]C(C)C.ClC1C=C(C2ON=C(C3C=CC(OC(C)C)=C(I)C=3)N=2)C=CC=1OCCC. No catalyst specified. The product is [I:1][C:2]1[CH:3]=[C:4]([C:12]2[N:16]=[C:15]([C:17]3[O:18][C:19]4[CH:25]=[C:24]([O:26][CH3:27])[CH:23]=[CH:22][C:20]=4[CH:21]=3)[O:14][N:13]=2)[CH:5]=[CH:6][C:7]=1[OH:8]. The yield is 0.650.